From a dataset of Reaction yield outcomes from USPTO patents with 853,638 reactions. Predict the reaction yield, written as a fraction of the theoretical maximum amount of product (1.0 means a 100% yield; for example, 0.34 means a 34% yield). (1) The reactants are Cl.[F:2][C:3]1[CH:4]=[C:5]([NH:13][NH2:14])[CH:6]=[CH:7][C:8]=1[S:9]([CH3:12])(=[O:11])=[O:10].[F:15][C:16]([F:30])([F:29])[C:17](=O)[CH2:18][C:19]([C:21]1[CH:26]=[CH:25][C:24]([Br:27])=[CH:23][CH:22]=1)=O. The catalyst is CCO. The product is [Br:27][C:24]1[CH:23]=[CH:22][C:21]([C:19]2[N:13]([C:5]3[CH:6]=[CH:7][C:8]([S:9]([CH3:12])(=[O:10])=[O:11])=[C:3]([F:2])[CH:4]=3)[N:14]=[C:17]([C:16]([F:15])([F:29])[F:30])[CH:18]=2)=[CH:26][CH:25]=1. The yield is 0.866. (2) The reactants are [C:1]([O:5][C:6]([N:8]1[CH2:13][CH:12]2[C:10]([C:14]3[CH:19]=[CH:18][C:17](Br)=[CH:16][CH:15]=3)([CH2:11]2)[CH2:9]1)=[O:7])([CH3:4])([CH3:3])[CH3:2].CC(C)([O-])C.[Na+].[CH2:27]([N:29]1[C:35](=[O:36])[CH2:34][CH2:33][NH:32][CH2:31][CH2:30]1)[CH3:28]. The catalyst is C1(C)C=CC=CC=1.C1C=CC(/C=C/C(/C=C/C2C=CC=CC=2)=O)=CC=1.C1C=CC(/C=C/C(/C=C/C2C=CC=CC=2)=O)=CC=1.C1C=CC(/C=C/C(/C=C/C2C=CC=CC=2)=O)=CC=1.[Pd].[Pd].C1C=CC(P(C2C(C3C(P(C4C=CC=CC=4)C4C=CC=CC=4)=CC=C4C=3C=CC=C4)=C3C(C=CC=C3)=CC=2)C2C=CC=CC=2)=CC=1. The product is [C:1]([O:5][C:6]([N:8]1[CH2:13][CH:12]2[C:10]([C:14]3[CH:19]=[CH:18][C:17]([N:32]4[CH2:33][CH2:34][C:35](=[O:36])[N:29]([CH2:27][CH3:28])[CH2:30][CH2:31]4)=[CH:16][CH:15]=3)([CH2:11]2)[CH2:9]1)=[O:7])([CH3:4])([CH3:3])[CH3:2]. The yield is 0.203. (3) The catalyst is CN(C=O)C. The product is [CH:27]1([CH2:26][O:20][C@H:11]([C@H:12]([CH:18]=[CH2:19])[CH2:13][CH2:14][CH:15]([CH3:16])[CH3:17])[C@@H:9]([O:8][CH2:7][C:6]2[CH:5]=[CH:4][C:3]([O:2][CH3:1])=[CH:22][CH:21]=2)[CH3:10])[CH2:29][CH2:28]1. The yield is 0.820. The reactants are [CH3:1][O:2][C:3]1[CH:22]=[CH:21][C:6]([CH2:7][O:8][C@H:9]([C@H:11]([OH:20])[C@H:12]([CH:18]=[CH2:19])[CH2:13][CH2:14][CH:15]([CH3:17])[CH3:16])[CH3:10])=[CH:5][CH:4]=1.[H-].[Na+].Br[CH2:26][CH:27]1[CH2:29][CH2:28]1. (4) The reactants are Cl[C:2]1[S:3][C:4]([CH:8]=[O:9])=[C:5]([Cl:7])[N:6]=1.C[Sn](C)(C)[C:12]1[CH:17]=[CH:16][N:15]=[C:14]([NH:18][C:19](=[O:21])[CH3:20])[CH:13]=1.[Cl-].[Li+].CO. The catalyst is O1CCOCC1.[Cu]I.C1C=CC([P]([Pd]([P](C2C=CC=CC=2)(C2C=CC=CC=2)C2C=CC=CC=2)([P](C2C=CC=CC=2)(C2C=CC=CC=2)C2C=CC=CC=2)[P](C2C=CC=CC=2)(C2C=CC=CC=2)C2C=CC=CC=2)(C2C=CC=CC=2)C2C=CC=CC=2)=CC=1. The product is [Cl:7][C:5]1[N:6]=[C:2]([C:12]2[CH:17]=[CH:16][N:15]=[C:14]([NH:18][C:19](=[O:21])[CH3:20])[CH:13]=2)[S:3][C:4]=1[CH:8]=[O:9]. The yield is 0.460. (5) The reactants are [Cl:1][C:2]1[N:3]=[C:4](Cl)[C:5]2[O:10][CH:9]=[CH:8][C:6]=2[N:7]=1.[CH:12]1([NH2:15])[CH2:14][CH2:13]1. The catalyst is O1CCOCC1.CCOC(C)=O. The product is [Cl:1][C:2]1[N:3]=[C:4]([NH:15][CH:12]2[CH2:14][CH2:13]2)[C:5]2[O:10][CH:9]=[CH:8][C:6]=2[N:7]=1. The yield is 0.960.